From a dataset of Peptide-MHC class I binding affinity with 185,985 pairs from IEDB/IMGT. Regression. Given a peptide amino acid sequence and an MHC pseudo amino acid sequence, predict their binding affinity value. This is MHC class I binding data. (1) The peptide sequence is FSDESTGAR. The MHC is HLA-B27:05 with pseudo-sequence HLA-B27:05. The binding affinity (normalized) is 0.0847. (2) The peptide sequence is ELWKDVDRI. The MHC is HLA-A02:03 with pseudo-sequence HLA-A02:03. The binding affinity (normalized) is 0.131. (3) The peptide sequence is EELRKRLRLI. The MHC is HLA-B27:05 with pseudo-sequence HLA-B27:05. The binding affinity (normalized) is 0.310. (4) The peptide sequence is SLGQYIYET. The MHC is HLA-A02:06 with pseudo-sequence HLA-A02:06. The binding affinity (normalized) is 0.898. (5) The peptide sequence is ALAKAAAAM. The MHC is HLA-A02:02 with pseudo-sequence HLA-A02:02. The binding affinity (normalized) is 0.609.